This data is from Tox21: 12 toxicity assays (nuclear receptors and stress response pathways). The task is: Binary classification across 12 toxicity assays. (1) The compound is C[C@H]1C[C@H]2[C@@H]3CC[C@](O)(C(=O)CO)[C@@]3(C)C[C@H](O)[C@@H]2[C@@]2(C)C=CC(=O)C=C12. It tested positive (active) for: NR-AR (Androgen Receptor agonist activity), and NR-AR-LBD (Androgen Receptor Ligand Binding Domain agonist). (2) The molecule is C[C@H](CN1CCCC1)C(=O)c1ccc(C(F)(F)F)cc1. It tested positive (active) for: SR-ARE (Antioxidant Response Element (oxidative stress)). (3) The molecule is CCCOc1ccc2[nH]c(NC(=O)OC)nc2c1. It tested positive (active) for: SR-ARE (Antioxidant Response Element (oxidative stress)), SR-ATAD5 (ATAD5 genotoxicity (DNA damage)), and SR-p53 (p53 tumor suppressor activation).